From a dataset of NCI-60 drug combinations with 297,098 pairs across 59 cell lines. Regression. Given two drug SMILES strings and cell line genomic features, predict the synergy score measuring deviation from expected non-interaction effect. (1) Drug 2: CC1=C(C=C(C=C1)C(=O)NC2=CC(=CC(=C2)C(F)(F)F)N3C=C(N=C3)C)NC4=NC=CC(=N4)C5=CN=CC=C5. Cell line: COLO 205. Drug 1: CCC(=C(C1=CC=CC=C1)C2=CC=C(C=C2)OCCN(C)C)C3=CC=CC=C3.C(C(=O)O)C(CC(=O)O)(C(=O)O)O. Synergy scores: CSS=0.795, Synergy_ZIP=0.651, Synergy_Bliss=0.218, Synergy_Loewe=1.38, Synergy_HSA=-1.77. (2) Drug 1: CNC(=O)C1=NC=CC(=C1)OC2=CC=C(C=C2)NC(=O)NC3=CC(=C(C=C3)Cl)C(F)(F)F. Drug 2: C(CC(=O)O)C(=O)CN.Cl. Cell line: HCC-2998. Synergy scores: CSS=8.10, Synergy_ZIP=-1.99, Synergy_Bliss=0.678, Synergy_Loewe=-13.6, Synergy_HSA=-5.74.